Dataset: Forward reaction prediction with 1.9M reactions from USPTO patents (1976-2016). Task: Predict the product of the given reaction. (1) Given the reactants [C:1]([O:6][CH3:7])(=[O:5])[C@@H:2]([CH3:4])[OH:3].C(N(CC)CC)C.Cl.CN(C)C.[C:20]1([CH3:30])[CH:25]=[CH:24][C:23]([S:26](Cl)(=[O:28])=[O:27])=[CH:22][CH:21]=1, predict the reaction product. The product is: [CH3:30][C:20]1[CH:25]=[CH:24][C:23]([S:26]([O:3][C@H:2]([CH3:4])[C:1]([O:6][CH3:7])=[O:5])(=[O:28])=[O:27])=[CH:22][CH:21]=1. (2) Given the reactants [CH3:1][C:2]([CH3:40])([CH3:39])[CH2:3][CH2:4][CH:5]([N:16]1[CH2:21][CH2:20][C:19]([F:23])([F:22])[CH:18]([CH2:24][C:25]([O:27]C)=[O:26])[CH:17]1[C:29]1[CH:34]=[CH:33][C:32]([C:35]([F:38])([F:37])[F:36])=[CH:31][CH:30]=1)[C:6]1[CH:11]=[CH:10][C:9]([C:12]([F:15])([F:14])[F:13])=[CH:8][CH:7]=1.[OH-].[K+], predict the reaction product. The product is: [CH3:1][C:2]([CH3:40])([CH3:39])[CH2:3][CH2:4][CH:5]([N:16]1[CH2:21][CH2:20][C:19]([F:23])([F:22])[CH:18]([CH2:24][C:25]([OH:27])=[O:26])[CH:17]1[C:29]1[CH:30]=[CH:31][C:32]([C:35]([F:38])([F:36])[F:37])=[CH:33][CH:34]=1)[C:6]1[CH:11]=[CH:10][C:9]([C:12]([F:13])([F:14])[F:15])=[CH:8][CH:7]=1. (3) The product is: [CH2:1]([C:8]1[N:13]([CH2:14][C:34]([NH:36][CH:37]([C:46](=[O:57])[CH2:47][O:48][CH2:49][C:50]2[CH:55]=[CH:54][CH:53]=[CH:52][C:51]=2[Cl:56])[CH2:38][C:39]([OH:41])=[O:40])=[O:35])[C:12](=[O:18])[C:11]([NH:19][C:20](=[O:29])[CH2:21][CH2:22][C:23]2[CH:24]=[CH:25][CH:26]=[CH:27][CH:28]=2)=[CH:10][CH:9]=1)[C:2]1[CH:7]=[CH:6][CH:5]=[CH:4][CH:3]=1. Given the reactants [CH2:1]([C:8]1[N:13]([CH2:14]C(O)=O)[C:12](=[O:18])[C:11]([NH:19][C:20](=[O:29])[CH2:21][CH2:22][C:23]2[CH:28]=[CH:27][CH:26]=[CH:25][CH:24]=2)=[CH:10][CH:9]=1)[C:2]1[CH:7]=[CH:6][CH:5]=[CH:4][CH:3]=1.C(O[C:34]([NH:36][C@H:37]([C:46](=[O:57])[CH2:47][O:48][CH2:49][C:50]1[CH:55]=[CH:54][CH:53]=[CH:52][C:51]=1[Cl:56])[CH2:38][C:39]([O:41]C(C)(C)C)=[O:40])=[O:35])C=C, predict the reaction product. (4) Given the reactants Br[C:2]1[CH:7]=[CH:6][C:5]([C:8]2[NH:9][C:10](=[O:18])[C:11]3[C:16]([CH:17]=2)=[CH:15][CH:14]=[N:13][CH:12]=3)=[CH:4][CH:3]=1.[CH3:19][N:20]1[CH:24]=[C:23](B2OC(C)(C)C(C)(C)O2)[CH:22]=[N:21]1.C(=O)([O-])O.[Na+], predict the reaction product. The product is: [CH3:19][N:20]1[CH:24]=[C:23]([C:2]2[CH:7]=[CH:6][C:5]([C:8]3[NH:9][C:10](=[O:18])[C:11]4[C:16]([CH:17]=3)=[CH:15][CH:14]=[N:13][CH:12]=4)=[CH:4][CH:3]=2)[CH:22]=[N:21]1. (5) Given the reactants [Cl:1][C:2]1[C:34]([CH3:35])=[CH:33][C:5]([O:6][CH2:7][CH2:8][CH2:9][C:10]2[C:18]3[C:13](=[C:14]([C:19]4[C:20]([CH3:26])=[N:21][N:22]([CH3:25])[C:23]=4[CH3:24])[CH:15]=[CH:16][CH:17]=3)[N:12]([CH2:27][CH2:28][C:29]([OH:31])=O)[C:11]=2[CH3:32])=[CH:4][C:3]=1[CH3:36].[N:37]1[CH:42]=[CH:41][CH:40]=[CH:39][C:38]=1[S:43]([NH2:46])(=[O:45])=[O:44], predict the reaction product. The product is: [Cl:1][C:2]1[C:3]([CH3:36])=[CH:4][C:5]([O:6][CH2:7][CH2:8][CH2:9][C:10]2[C:18]3[C:13](=[C:14]([C:19]4[C:20]([CH3:26])=[N:21][N:22]([CH3:25])[C:23]=4[CH3:24])[CH:15]=[CH:16][CH:17]=3)[N:12]([CH2:27][CH2:28][C:29]([NH:46][S:43]([C:38]3[CH:39]=[CH:40][CH:41]=[CH:42][N:37]=3)(=[O:45])=[O:44])=[O:31])[C:11]=2[CH3:32])=[CH:33][C:34]=1[CH3:35]. (6) Given the reactants [CH:1]([NH:3][C:4]1[CH:8]=[CH:7][S:6][CH:5]=1)=[O:2].[I:9]N1C(=O)CCC1=O, predict the reaction product. The product is: [I:9][C:5]1[S:6][CH:7]=[CH:8][C:4]=1[NH:3][CH:1]=[O:2]. (7) Given the reactants CC1C=CC(S(O[CH2:12][CH:13]2[CH2:17][C:16]3[CH:18]=[CH:19][CH:20]=[C:21]([C:22]4[CH:27]=[CH:26][CH:25]=[C:24]([C:28]([F:31])([F:30])[F:29])[CH:23]=4)[C:15]=3[O:14]2)(=O)=O)=CC=1.[N-:32]=[N+:33]=[N-:34].[Na+].N(CC1CC2C=C(Cl)C=C(C3C=CSC=3)C=2O1)=[N+]=[N-], predict the reaction product. The product is: [N:32]([CH2:12][CH:13]1[CH2:17][C:16]2[CH:18]=[CH:19][CH:20]=[C:21]([C:22]3[CH:27]=[CH:26][CH:25]=[C:24]([C:28]([F:31])([F:30])[F:29])[CH:23]=3)[C:15]=2[O:14]1)=[N+:33]=[N-:34].